This data is from hERG potassium channel inhibition data for cardiac toxicity prediction from Karim et al.. The task is: Regression/Classification. Given a drug SMILES string, predict its toxicity properties. Task type varies by dataset: regression for continuous values (e.g., LD50, hERG inhibition percentage) or binary classification for toxic/non-toxic outcomes (e.g., AMES mutagenicity, cardiotoxicity, hepatotoxicity). Dataset: herg_karim. (1) The molecule is CNC(=O)c1cc(Oc2ccc3nc(NC(=O)Nc4ccc(Cl)c(Cl)c4)sc3c2)ccn1. The result is 0 (non-blocker). (2) The molecule is COc1ccc2c(c1)CN(C(=O)N1CCN(Cc3ccc4c(c3)OCO4)CC1)CCS2. The result is 1 (blocker). (3) The molecule is Oc1ccc(\C=C(/C#N)\C(=O)NCCCc2ccccc2)cc1O. The result is 0 (non-blocker).